Dataset: Catalyst prediction with 721,799 reactions and 888 catalyst types from USPTO. Task: Predict which catalyst facilitates the given reaction. (1) Reactant: [CH:1]1([C:7]2[C:8]3[CH:9]=[CH:10][C:11]([C:36]([O:38][C:39]([CH3:42])([CH3:41])[CH3:40])=[O:37])=[CH:12][C:13]=3[N:14]3[CH2:20][C:19]([C:21]4[O:25][CH:24]=[N:23][C:22]=4[C:26]([O:28]C)=[O:27])=[CH:18][C:17]4[CH:30]=[C:31]([O:34][CH3:35])[CH:32]=[CH:33][C:16]=4[C:15]=23)[CH2:6][CH2:5][CH2:4][CH2:3][CH2:2]1.[OH-].C([N+](CCCC)(CCCC)CCCC)CCC.P([O-])(O)(O)=O.[Na+].Cl. Product: [C:39]([O:38][C:36]([C:11]1[CH:10]=[CH:9][C:8]2[C:7]([CH:1]3[CH2:6][CH2:5][CH2:4][CH2:3][CH2:2]3)=[C:15]3[C:16]4[CH:33]=[CH:32][C:31]([O:34][CH3:35])=[CH:30][C:17]=4[CH:18]=[C:19]([C:21]4[O:25][CH:24]=[N:23][C:22]=4[C:26]([OH:28])=[O:27])[CH2:20][N:14]3[C:13]=2[CH:12]=1)=[O:37])([CH3:42])([CH3:40])[CH3:41]. The catalyst class is: 1. (2) Reactant: [CH3:1][O:2][C:3]1[CH:4]=[CH:5][C:6]2[NH:11][C:10]3[CH2:12][CH:13]([CH3:21])[N:14]([NH:17]C(=O)C)[C:15](=[O:16])[C:9]=3[S:8][C:7]=2[CH:22]=1.Cl. Product: [NH2:17][N:14]1[CH:13]([CH3:21])[CH2:12][C:10]2[NH:11][C:6]3[CH:5]=[CH:4][C:3]([O:2][CH3:1])=[CH:22][C:7]=3[S:8][C:9]=2[C:15]1=[O:16]. The catalyst class is: 5. (3) Reactant: [CH3:1][N:2]([CH:21]([CH3:23])[CH3:22])[CH:3]1[C:12]2[C:7](=[CH:8][C:9]([C:13]#[C:14][Si](C)(C)C)=[CH:10][CH:11]=2)[C:6]([CH3:20])([CH3:19])[CH2:5][CH2:4]1.CO.C(=O)([O-])[O-].[K+].[K+]. Product: [C:13]([C:9]1[CH:8]=[C:7]2[C:12](=[CH:11][CH:10]=1)[CH:3]([N:2]([CH:21]([CH3:22])[CH3:23])[CH3:1])[CH2:4][CH2:5][C:6]2([CH3:19])[CH3:20])#[CH:14]. The catalyst class is: 13. (4) Reactant: [F:1][C:2]1[CH:9]=[C:8]([N+:10]([O-:12])=[O:11])[CH:7]=[CH:6][C:3]=1[CH:4]=[O:5].[BH4-].[Na+]. Product: [F:1][C:2]1[CH:9]=[C:8]([N+:10]([O-:12])=[O:11])[CH:7]=[CH:6][C:3]=1[CH2:4][OH:5]. The catalyst class is: 5.